Dataset: Reaction yield outcomes from USPTO patents with 853,638 reactions. Task: Predict the reaction yield, written as a fraction of the theoretical maximum amount of product (1.0 means a 100% yield; for example, 0.34 means a 34% yield). (1) The reactants are [N+:1]([O-:4])(O)=[O:2].[CH2:5]([S:7]([C:10]1[CH:15]=[CH:14][C:13]([OH:16])=[CH:12][CH:11]=1)(=[O:9])=[O:8])[CH3:6]. The catalyst is C(O)(=O)C. The product is [CH2:5]([S:7]([C:10]1[CH:15]=[CH:14][C:13]([OH:16])=[C:12]([N+:1]([O-:4])=[O:2])[CH:11]=1)(=[O:9])=[O:8])[CH3:6]. The yield is 1.00. (2) The reactants are [Li+].CCC[CH2-].Br[C:7]1[CH:8]=[CH:9][C:10]([O:13][CH3:14])=[N:11][CH:12]=1.C1C[O:18][CH2:17]C1. No catalyst specified. The product is [CH3:14][O:13][C:10]1[N:11]=[CH:12][C:7]([CH:17]=[O:18])=[CH:8][CH:9]=1. The yield is 0.712.